From a dataset of Forward reaction prediction with 1.9M reactions from USPTO patents (1976-2016). Predict the product of the given reaction. (1) The product is: [CH3:9][C:3]1[CH:4]=[N:5][CH:6]=[C:7]([CH3:8])[C:2]=1[CH:18]=[O:19]. Given the reactants Br[C:2]1[C:7]([CH3:8])=[CH:6][N:5]=[CH:4][C:3]=1[CH3:9].C([Li])CCC.CN([CH:18]=[O:19])C, predict the reaction product. (2) Given the reactants [CH3:1][O:2][C:3]1[CH:4]=[C:5]2[C:10](=[CH:11][C:12]=1[O:13][CH3:14])[N:9]=[CH:8][CH:7]=[C:6]2[O:15][C:16]1[CH:22]=[CH:21][C:19]([NH2:20])=[CH:18][CH:17]=1.ClC(Cl)(O[C:27](=[O:33])[O:28][C:29](Cl)(Cl)Cl)Cl.[Cl:35][C:36]1[CH:41]=[CH:40][C:39](CO)=[CH:38][CH:37]=1.C(=O)(O)[O-].[Na+], predict the reaction product. The product is: [CH3:1][O:2][C:3]1[CH:4]=[C:5]2[C:10](=[CH:11][C:12]=1[O:13][CH3:14])[N:9]=[CH:8][CH:7]=[C:6]2[O:15][C:16]1[CH:22]=[CH:21][C:19]([NH:20][C:27](=[O:33])[O:28][CH2:29][C:39]2[CH:40]=[CH:41][C:36]([Cl:35])=[CH:37][CH:38]=2)=[CH:18][CH:17]=1. (3) Given the reactants [CH2:1]([O:3][C:4](=[O:26])[CH2:5][CH2:6][C:7]1[CH:12]=[CH:11][C:10]([C:13]2[CH:18]=[CH:17][C:16]([C:19]3[O:23][N:22]=[C:21]([CH3:24])[C:20]=3[NH2:25])=[CH:15][CH:14]=2)=[CH:9][CH:8]=1)[CH3:2].Br[C:28]1[CH:33]=[CH:32][CH:31]=[C:30]([C:34]2[CH:39]=[CH:38][CH:37]=[CH:36][CH:35]=2)[N:29]=1, predict the reaction product. The product is: [CH2:1]([O:3][C:4](=[O:26])[CH2:5][CH2:6][C:7]1[CH:8]=[CH:9][C:10]([C:13]2[CH:18]=[CH:17][C:16]([C:19]3[O:23][N:22]=[C:21]([CH3:24])[C:20]=3[NH:25][C:28]3[CH:33]=[CH:32][CH:31]=[C:30]([C:34]4[CH:35]=[CH:36][CH:37]=[CH:38][CH:39]=4)[N:29]=3)=[CH:15][CH:14]=2)=[CH:11][CH:12]=1)[CH3:2]. (4) The product is: [CH2:1]([O:3][C:4]([C:6]1[N:10]([CH2:11][C:12]2[CH:17]=[CH:16][C:15]([C:18]3[CH:23]=[CH:22][CH:21]=[CH:20][C:19]=3[C:24]3[N:28]([C:29]([C:30]4[CH:35]=[CH:34][CH:33]=[CH:32][CH:31]=4)([C:36]4[CH:41]=[CH:40][CH:39]=[CH:38][CH:37]=4)[C:42]4[CH:43]=[CH:44][CH:45]=[CH:46][CH:47]=4)[N:27]=[N:26][N:25]=3)=[CH:14][CH:13]=2)[C:9]([CH2:48][CH2:49][CH3:50])=[N:8][C:7]=1[CH2:51][S:52][CH2:53][C:54]1[CH:55]=[CH:56][C:57]([O:60][C:61]2[CH:66]=[CH:65][C:64]([NH2:67])=[C:63]([N:70]([C:72]([O:74][C:75]([CH3:77])([CH3:76])[CH3:78])=[O:73])[CH3:71])[CH:62]=2)=[N:58][CH:59]=1)=[O:5])[CH3:2]. Given the reactants [CH2:1]([O:3][C:4]([C:6]1[N:10]([CH2:11][C:12]2[CH:17]=[CH:16][C:15]([C:18]3[CH:23]=[CH:22][CH:21]=[CH:20][C:19]=3[C:24]3[N:28]([C:29]([C:42]4[CH:47]=[CH:46][CH:45]=[CH:44][CH:43]=4)([C:36]4[CH:41]=[CH:40][CH:39]=[CH:38][CH:37]=4)[C:30]4[CH:35]=[CH:34][CH:33]=[CH:32][CH:31]=4)[N:27]=[N:26][N:25]=3)=[CH:14][CH:13]=2)[C:9]([CH2:48][CH2:49][CH3:50])=[N:8][C:7]=1[CH2:51][S:52][CH2:53][C:54]1[CH:55]=[CH:56][C:57]([O:60][C:61]2[CH:66]=[CH:65][C:64]([N+:67]([O-])=O)=[C:63]([N:70]([C:72]([O:74][C:75]([CH3:78])([CH3:77])[CH3:76])=[O:73])[CH3:71])[CH:62]=2)=[N:58][CH:59]=1)=[O:5])[CH3:2].CO.[H][H], predict the reaction product.